Task: Regression. Given two drug SMILES strings and cell line genomic features, predict the synergy score measuring deviation from expected non-interaction effect.. Dataset: NCI-60 drug combinations with 297,098 pairs across 59 cell lines (1) Drug 1: C1CCC(CC1)NC(=O)N(CCCl)N=O. Drug 2: CCC1(CC2CC(C3=C(CCN(C2)C1)C4=CC=CC=C4N3)(C5=C(C=C6C(=C5)C78CCN9C7C(C=CC9)(C(C(C8N6C)(C(=O)OC)O)OC(=O)C)CC)OC)C(=O)OC)O.OS(=O)(=O)O. Cell line: SK-MEL-5. Synergy scores: CSS=25.4, Synergy_ZIP=-8.55, Synergy_Bliss=-11.7, Synergy_Loewe=-35.0, Synergy_HSA=-13.1. (2) Drug 1: CC1=C2C(C(=O)C3(C(CC4C(C3C(C(C2(C)C)(CC1OC(=O)C(C(C5=CC=CC=C5)NC(=O)C6=CC=CC=C6)O)O)OC(=O)C7=CC=CC=C7)(CO4)OC(=O)C)O)C)OC(=O)C. Drug 2: CCC1(CC2CC(C3=C(CCN(C2)C1)C4=CC=CC=C4N3)(C5=C(C=C6C(=C5)C78CCN9C7C(C=CC9)(C(C(C8N6C)(C(=O)OC)O)OC(=O)C)CC)OC)C(=O)OC)O.OS(=O)(=O)O. Cell line: KM12. Synergy scores: CSS=3.36, Synergy_ZIP=2.29, Synergy_Bliss=1.75, Synergy_Loewe=-2.22, Synergy_HSA=-1.37.